Predict the product of the given reaction. From a dataset of Forward reaction prediction with 1.9M reactions from USPTO patents (1976-2016). (1) Given the reactants [O:1]1[CH2:6][CH:5]=[C:4]([C:7]2[N:12]=[CH:11][C:10]([C:13]3[CH:14]=[N:15][C:16]([O:19][CH3:20])=[CH:17][CH:18]=3)=[C:9]([NH2:21])[CH:8]=2)[CH2:3][CH2:2]1.Cl[C:23]1[C:32]2[C:27](=[CH:28][C:29]([F:34])=[CH:30][C:31]=2[F:33])[N:26]=[C:25]([C:35]2[CH:40]=[CH:39][CH:38]=[CH:37][N:36]=2)[C:24]=1[CH3:41].C1(P(C2CCCCC2)C2(CCC)CC(CCC)=CC(CCC)=C2C2C=CC=CC=2)CCCCC1.CC(C1C=C(C(C)C)C(C2C=CC=CC=2P(C2CCCCC2)C2CCCCC2)=C(C(C)C)C=1)C.CC(C)([O-])C.[Na+], predict the reaction product. The product is: [O:1]1[CH2:2][CH:3]=[C:4]([C:7]2[N:12]=[CH:11][C:10]([C:13]3[CH:14]=[N:15][C:16]([O:19][CH3:20])=[CH:17][CH:18]=3)=[C:9]([NH:21][C:23]3[C:32]4[C:27](=[CH:28][C:29]([F:34])=[CH:30][C:31]=4[F:33])[N:26]=[C:25]([C:35]4[CH:40]=[CH:39][CH:38]=[CH:37][N:36]=4)[C:24]=3[CH3:41])[CH:8]=2)[CH2:5][CH2:6]1. (2) Given the reactants [Cl:1][C:2]1[C:3]([O:22][CH3:23])=[C:4]([C:14]2[O:18][N:17]=[C:16]([CH2:19][CH2:20][OH:21])[N:15]=2)[CH:5]=[C:6]([O:8][CH2:9][CH:10]=[C:11]([Cl:13])[Cl:12])[CH:7]=1.O[C:25]1[CH:30]=[CH:29][C:28]([C:31]([F:34])([F:33])[F:32])=[CH:27][N:26]=1.C1(P(C2C=CC=CC=2)C2C=CC=CC=2)C=CC=CC=1.N(C(OCC)=O)=NC(OCC)=O, predict the reaction product. The product is: [Cl:1][C:2]1[C:3]([O:22][CH3:23])=[C:4]([C:14]2[O:18][N:17]=[C:16]([CH2:19][CH2:20][O:21][C:25]3[CH:30]=[CH:29][C:28]([C:31]([F:34])([F:33])[F:32])=[CH:27][N:26]=3)[N:15]=2)[CH:5]=[C:6]([O:8][CH2:9][CH:10]=[C:11]([Cl:13])[Cl:12])[CH:7]=1.